Dataset: Forward reaction prediction with 1.9M reactions from USPTO patents (1976-2016). Task: Predict the product of the given reaction. (1) Given the reactants [N:1]1([C:8]2[CH:13]=[C:12](Cl)[N:11]=[C:10]([NH:15][CH:16]3[CH2:21][CH2:20][CH2:19][N:18](C(OCC4C=CC=CC=4)=O)[CH:17]3[CH2:32][CH2:33][NH:34][C:35]([O:37][C:38]([CH3:41])([CH3:40])[CH3:39])=[O:36])[N:9]=2)[CH2:7][CH2:6][CH2:5][CH2:4][CH2:3][CH2:2]1, predict the reaction product. The product is: [N:1]1([C:8]2[CH:13]=[CH:12][N:11]=[C:10]([NH:15][CH:16]3[CH2:21][CH2:20][CH2:19][NH:18][CH:17]3[CH2:32][CH2:33][NH:34][C:35](=[O:36])[O:37][C:38]([CH3:40])([CH3:39])[CH3:41])[N:9]=2)[CH2:7][CH2:6][CH2:5][CH2:4][CH2:3][CH2:2]1. (2) Given the reactants OO.[C:3]([OH:7])(=[O:6])[CH:4]=[CH2:5].[C:8]([NH2:12])(=[O:11])[CH:9]=[CH2:10], predict the reaction product. The product is: [C:3]([OH:7])(=[O:6])[CH:4]=[CH2:5].[C:8]([NH2:12])(=[O:11])[CH:9]=[CH2:10]. (3) Given the reactants Cl[C:2]1([NH2:24])[N:7]=[C:6]2[C:8]([NH:14][CH2:15][CH:16]3[CH2:18][CH2:17]3)=[N:9][C:10]([Cl:13])(N)[N:11]=[C:5]2[C:4]([NH:19][CH2:20][CH:21]2[CH2:23][CH2:22]2)=[N:3]1.[CH2:25](N)[CH3:26], predict the reaction product. The product is: [Cl:13][C:10]1[N:9]=[C:8]([NH:14][CH2:15][CH:16]2[CH2:17][CH2:18]2)[C:6]2[N:7]=[C:2]([NH:24][CH2:25][CH3:26])[N:3]=[C:4]([NH:19][CH2:20][CH:21]3[CH2:22][CH2:23]3)[C:5]=2[N:11]=1. (4) Given the reactants [F:1][C:2]([F:42])([F:41])[C:3]1[CH:4]=[C:5]([C@H:13]2[O:17][C:16](=[O:18])[N:15]([CH2:19][C:20]3[C:25]([C:26]4[CH:27]=[C:28]([CH2:33][C:34](O)=[O:35])[CH:29]=[CH:30][C:31]=4[F:32])=[CH:24][CH:23]=[C:22]([CH:37]4[CH2:39][CH2:38]4)[N:21]=3)[C@H:14]2[CH3:40])[CH:6]=[C:7]([C:9]([F:12])([F:11])[F:10])[CH:8]=1, predict the reaction product. The product is: [F:42][C:2]([F:1])([F:41])[C:3]1[CH:4]=[C:5]([C@H:13]2[O:17][C:16](=[O:18])[N:15]([CH2:19][C:20]3[C:25]([C:26]4[CH:27]=[C:28]([CH2:33][CH2:34][OH:35])[CH:29]=[CH:30][C:31]=4[F:32])=[CH:24][CH:23]=[C:22]([CH:37]4[CH2:39][CH2:38]4)[N:21]=3)[C@H:14]2[CH3:40])[CH:6]=[C:7]([C:9]([F:10])([F:11])[F:12])[CH:8]=1.